This data is from Full USPTO retrosynthesis dataset with 1.9M reactions from patents (1976-2016). The task is: Predict the reactants needed to synthesize the given product. Given the product [CH3:1][O:2][C:3]1[CH:8]=[C:7]([C:9]([F:10])([F:12])[F:11])[CH:6]=[CH:5][C:4]=1[C:13]1[CH:22]=[CH:21][CH:20]=[C:19]2[C:14]=1[CH:15]=[CH:16][C:17]([S:23]([NH:43][C:39]1[S:38][CH:42]=[CH:41][N:40]=1)(=[O:25])=[O:24])=[CH:18]2, predict the reactants needed to synthesize it. The reactants are: [CH3:1][O:2][C:3]1[CH:8]=[C:7]([C:9]([F:12])([F:11])[F:10])[CH:6]=[CH:5][C:4]=1[C:13]1[CH:22]=[CH:21][CH:20]=[C:19]2[C:14]=1[CH:15]=[CH:16][C:17]([S:23](OC1C(F)=C(F)C(F)=C(F)C=1F)(=[O:25])=[O:24])=[CH:18]2.[S:38]1[CH:42]=[CH:41][N:40]=[C:39]1[NH2:43].C[Si]([N-][Si](C)(C)C)(C)C.[Li+].